From a dataset of Catalyst prediction with 721,799 reactions and 888 catalyst types from USPTO. Predict which catalyst facilitates the given reaction. (1) Reactant: [O-]CC.[Na+].[CH2:5]([O:7][C:8](=[O:35])[CH2:9][C:10]([N:12]([CH2:24][C:25]1[CH:30]=[CH:29][C:28]([C:31]([F:34])([F:33])[F:32])=[CH:27][CH:26]=1)[C:13]1[N:22]=[CH:21][C:20]([I:23])=[CH:19][C:14]=1[C:15]([O:17]C)=O)=[O:11])[CH3:6]. Product: [OH:17][C:15]1[C:14]2[C:13](=[N:22][CH:21]=[C:20]([I:23])[CH:19]=2)[N:12]([CH2:24][C:25]2[CH:26]=[CH:27][C:28]([C:31]([F:33])([F:32])[F:34])=[CH:29][CH:30]=2)[C:10](=[O:11])[C:9]=1[C:8]([O:7][CH2:5][CH3:6])=[O:35]. The catalyst class is: 8. (2) Reactant: [CH2:1]([O:8][C:9]1[CH:10]=[C:11]([CH:17]=[CH:18][CH:19]=1)[O:12][CH2:13][C:14]([CH3:16])=[O:15])[C:2]1[CH:7]=[CH:6][CH:5]=[CH:4][CH:3]=1.[CH3:20][Mg]Br.[Cl-].[NH4+]. Product: [CH2:1]([O:8][C:9]1[CH:10]=[C:11]([CH:17]=[CH:18][CH:19]=1)[O:12][CH2:13][C:14]([CH3:20])([OH:15])[CH3:16])[C:2]1[CH:3]=[CH:4][CH:5]=[CH:6][CH:7]=1. The catalyst class is: 1. (3) Reactant: F[C:2](F)(F)CC[Mg]Br.[CH2:9]([O:11][CH2:12][O:13][C:14]1[CH:19]=[CH:18][C:17]([C:20](=[O:22])[CH3:21])=[CH:16][CH:15]=1)[CH3:10]. Product: [CH2:9]([O:11][CH2:12][O:13][C:14]1[CH:19]=[CH:18][C:17]([C:20]([OH:22])([CH3:2])[CH3:21])=[CH:16][CH:15]=1)[CH3:10]. The catalyst class is: 7. (4) Reactant: [CH3:1][N:2]([CH3:10])[CH2:3][CH2:4][CH2:5][CH2:6][CH2:7][CH2:8][OH:9].[H-].[Na+].[CH3:13][O:14][C:15]1[CH:22]=[CH:21][CH:20]=[CH:19][C:16]=1[CH2:17]Cl. Product: [CH3:13][O:14][C:15]1[CH:22]=[CH:21][CH:20]=[CH:19][C:16]=1[CH2:17][O:9][CH2:8][CH2:7][CH2:6][CH2:5][CH2:4][CH2:3][N:2]([CH3:10])[CH3:1]. The catalyst class is: 118. (5) Reactant: [F:1][C:2]1[CH:7]=[CH:6][C:5]([C:8]2[N:13]=[C:12]([N:14]3[CH2:18][CH2:17][CH2:16][CH:15]3[CH3:19])[N:11]=[C:10]([N:20]3[CH2:25][CH2:24][CH:23]([C:26]#[N:27])[CH2:22][CH2:21]3)[CH:9]=2)=[CH:4][CH:3]=1.[N-:28]=[N+:29]=[N-:30].[Na+].[Cl-].[NH4+]. Product: [F:1][C:2]1[CH:7]=[CH:6][C:5]([C:8]2[CH:9]=[C:10]([N:20]3[CH2:25][CH2:24][CH:23]([C:26]4[NH:30][N:29]=[N:28][N:27]=4)[CH2:22][CH2:21]3)[N:11]=[C:12]([N:14]3[CH2:18][CH2:17][CH2:16][CH:15]3[CH3:19])[N:13]=2)=[CH:4][CH:3]=1. The catalyst class is: 3. (6) Reactant: [BH4-].[Na+].[Br:3][C:4]1[CH:5]=[C:6]([CH:10]=[O:11])[CH:7]=[N:8][CH:9]=1. Product: [Br:3][C:4]1[CH:5]=[C:6]([CH2:10][OH:11])[CH:7]=[N:8][CH:9]=1. The catalyst class is: 191. (7) Reactant: CC1(C)OB([C:7]2[CH2:12][CH2:11][CH:10]([C:13]([O:15][CH2:16][CH3:17])=[O:14])[CH2:9][CH:8]=2)OC1(C)C.P([O-])([O-])([O-])=O.[K+].[K+].[K+].Br[C:30]1[CH:31]=[N:32][N:33]([CH3:35])[CH:34]=1.O1CCOCC1. Product: [CH3:35][N:33]1[CH:34]=[C:30]([C:7]2[CH2:12][CH2:11][CH:10]([C:13]([O:15][CH2:16][CH3:17])=[O:14])[CH2:9][CH:8]=2)[CH:31]=[N:32]1. The catalyst class is: 257. (8) Reactant: CN(C(ON1N=NC2C=CC=NC1=2)=[N+](C)C)C.F[P-](F)(F)(F)(F)F.[C:25]([O:29][C:30]([NH:32][CH2:33][C:34]1([C:49]([OH:51])=O)[CH2:39][CH2:38][N:37]([C:40]2[C:41]3[CH:48]=[CH:47][NH:46][C:42]=3[N:43]=[CH:44][N:45]=2)[CH2:36][CH2:35]1)=[O:31])([CH3:28])([CH3:27])[CH3:26].[Cl:52][C:53]1[CH:58]=[CH:57][C:56]([C@@H:59]([NH2:61])[CH3:60])=[CH:55][CH:54]=1.CCN(C(C)C)C(C)C. Product: [Cl:52][C:53]1[CH:58]=[CH:57][C:56]([C@@H:59]([NH:61][C:49]([C:34]2([CH2:33][NH:32][C:30](=[O:31])[O:29][C:25]([CH3:28])([CH3:27])[CH3:26])[CH2:35][CH2:36][N:37]([C:40]3[C:41]4[CH:48]=[CH:47][NH:46][C:42]=4[N:43]=[CH:44][N:45]=3)[CH2:38][CH2:39]2)=[O:51])[CH3:60])=[CH:55][CH:54]=1. The catalyst class is: 44. (9) Reactant: [OH:1][CH2:2][CH2:3][C:4]1[CH:9]=[CH:8][N:7]=[C:6]([NH:10][C:11](=[O:17])[O:12][C:13]([CH3:16])([CH3:15])[CH3:14])[CH:5]=1.C(N(CC)CC)C.[CH3:25][S:26](Cl)(=[O:28])=[O:27].O. Product: [CH3:25][S:26]([O:1][CH2:2][CH2:3][C:4]1[CH:9]=[CH:8][N:7]=[C:6]([NH:10][C:11]([O:12][C:13]([CH3:14])([CH3:16])[CH3:15])=[O:17])[CH:5]=1)(=[O:28])=[O:27]. The catalyst class is: 2.